Predict the product of the given reaction. From a dataset of Forward reaction prediction with 1.9M reactions from USPTO patents (1976-2016). (1) The product is: [CH2:5]([O:7][C:8](=[O:39])[CH:9]([NH:23][C:24]([C:26]1([NH:31][C:32]([O:34][C:35]([CH3:38])([CH3:37])[CH3:36])=[O:33])[CH2:27][CH2:28][CH2:29][CH2:30]1)=[O:25])[CH2:10][C:11]1[CH:12]=[CH:13][C:14]([CH:17]2[CH2:22][CH2:21][CH2:20][N:19]([C:1](=[O:3])[CH3:2])[CH2:18]2)=[CH:15][CH:16]=1)[CH3:6]. Given the reactants [C:1](Cl)(=[O:3])[CH3:2].[CH2:5]([O:7][C:8](=[O:39])[CH:9]([NH:23][C:24]([C:26]1([NH:31][C:32]([O:34][C:35]([CH3:38])([CH3:37])[CH3:36])=[O:33])[CH2:30][CH2:29][CH2:28][CH2:27]1)=[O:25])[CH2:10][C:11]1[CH:16]=[CH:15][C:14]([CH:17]2[CH2:22][CH2:21][CH2:20][NH:19][CH2:18]2)=[CH:13][CH:12]=1)[CH3:6].CCN(CC)CC, predict the reaction product. (2) The product is: [C:31]([O:30][C:28](=[O:29])[CH2:27][N:8]1[C:9]2[C:5](=[CH:4][CH:3]=[C:2]([Cl:1])[C:10]=2[F:11])[C:6]([S:13][C:14]2[C:15]([F:25])=[C:16]([CH:22]=[CH:23][CH:24]=2)[C:17]([O:19][CH2:20][CH3:21])=[O:18])=[C:7]1[CH3:12])([CH3:34])([CH3:33])[CH3:32]. Given the reactants [Cl:1][C:2]1[C:10]([F:11])=[C:9]2[C:5]([C:6]([S:13][C:14]3[C:15]([F:25])=[C:16]([CH:22]=[CH:23][CH:24]=3)[C:17]([O:19][CH2:20][CH3:21])=[O:18])=[C:7]([CH3:12])[NH:8]2)=[CH:4][CH:3]=1.Br[CH2:27][C:28]([O:30][C:31]([CH3:34])([CH3:33])[CH3:32])=[O:29].C([O-])([O-])=O.[Cs+].[Cs+], predict the reaction product. (3) Given the reactants Br[CH2:2][CH2:3][CH2:4][CH2:5][O:6][CH2:7][CH2:8][O:9][CH2:10][CH2:11][O:12][CH2:13][C:14]1[CH:19]=[CH:18][CH:17]=[CH:16][CH:15]=1.[I-:20].[Na+], predict the reaction product. The product is: [I:20][CH2:2][CH2:3][CH2:4][CH2:5][O:6][CH2:7][CH2:8][O:9][CH2:10][CH2:11][O:12][CH2:13][C:14]1[CH:19]=[CH:18][CH:17]=[CH:16][CH:15]=1.